This data is from Peptide-MHC class II binding affinity with 134,281 pairs from IEDB. The task is: Regression. Given a peptide amino acid sequence and an MHC pseudo amino acid sequence, predict their binding affinity value. This is MHC class II binding data. (1) The peptide sequence is AAATAGTTVYGGFAA. The MHC is HLA-DQA10401-DQB10402 with pseudo-sequence HLA-DQA10401-DQB10402. The binding affinity (normalized) is 0.296. (2) The peptide sequence is FAVVDLNKMRAVWVD. The MHC is HLA-DPA10103-DPB10301 with pseudo-sequence HLA-DPA10103-DPB10301. The binding affinity (normalized) is 0.0453. (3) The peptide sequence is LLFCALASSCQVAFS. The MHC is HLA-DPA10301-DPB10402 with pseudo-sequence HLA-DPA10301-DPB10402. The binding affinity (normalized) is 0.405. (4) The peptide sequence is LFKYDINIYSANL. The MHC is DRB5_0101 with pseudo-sequence DRB5_0101. The binding affinity (normalized) is 0.269. (5) The peptide sequence is APGDSPNTDGIHIGD. The MHC is DRB1_0802 with pseudo-sequence DRB1_0802. The binding affinity (normalized) is 0. (6) The binding affinity (normalized) is 0.0394. The peptide sequence is PGMAKIPAGELQIID. The MHC is DRB1_1101 with pseudo-sequence DRB1_1101.